This data is from Reaction yield outcomes from USPTO patents with 853,638 reactions. The task is: Predict the reaction yield, written as a fraction of the theoretical maximum amount of product (1.0 means a 100% yield; for example, 0.34 means a 34% yield). (1) The reactants are [I:1][C:2]1[CH:8]=[CH:7][CH:6]=[CH:5][C:3]=1[NH2:4].[N:9]([C:11]1[CH:16]=[CH:15][CH:14]=[CH:13][CH:12]=1)=O.O.C([O-])(O)=O.[Na+]. The catalyst is C(O)(=O)C. The product is [I:1][C:2]1[CH:8]=[CH:7][CH:6]=[CH:5][C:3]=1[N:4]=[N:9][C:11]1[CH:16]=[CH:15][CH:14]=[CH:13][CH:12]=1. The yield is 0.630. (2) The reactants are [F:1][C:2]([F:7])([F:6])[C:3]([OH:5])=[O:4].[Cl:8][C:9]1[CH:10]=[N:11][C:12]2[NH:13][C:14]3[CH:15]=[CH:16][CH:17]=[C:18]([CH:32]=3)[CH2:19][CH2:20][C:21]3[CH:29]=[C:25]([NH:26][C:27]=1[N:28]=2)[CH:24]=[CH:23][C:22]=3[CH2:30]O.[N:33]1([C:39]([O:41][C:42]([CH3:45])([CH3:44])[CH3:43])=[O:40])[CH2:38][CH2:37][NH:36][CH2:35][CH2:34]1. No catalyst specified. The product is [F:1][C:2]([F:7])([F:6])[C:3]([OH:5])=[O:4].[F:1][C:2]([F:7])([F:6])[C:3]([OH:5])=[O:4].[Cl:8][C:9]1[CH:10]=[N:11][C:12]2[NH:13][C:14]3[CH:15]=[CH:16][CH:17]=[C:18]([CH:32]=3)[CH2:19][CH2:20][C:21]3[CH:29]=[C:25]([NH:26][C:27]=1[N:28]=2)[CH:24]=[CH:23][C:22]=3[CH2:30][N:36]1[CH2:37][CH2:38][N:33]([C:39]([O:41][C:42]([CH3:45])([CH3:44])[CH3:43])=[O:40])[CH2:34][CH2:35]1. The yield is 0.630. (3) The reactants are [Cl:1][C:2]1[CH:15]=[C:14]([CH:16]=[CH2:17])[CH:13]=[CH:12][C:3]=1[CH2:4][NH:5][C:6]1[CH:11]=[CH:10][CH:9]=[CH:8][N:7]=1.Br[CH:19]([C:24]1[CH:25]=[C:26]([Cl:32])[C:27]([Cl:31])=[C:28]([Cl:30])[CH:29]=1)[C:20]([F:23])([F:22])[F:21].N1C=CC=CC=1C1C=CC=CN=1. The catalyst is ClC1C=CC=CC=1Cl.Cl[Cu]. The product is [Cl:1][C:2]1[CH:15]=[C:14](/[CH:16]=[CH:17]/[CH:19]([C:24]2[CH:25]=[C:26]([Cl:32])[C:27]([Cl:31])=[C:28]([Cl:30])[CH:29]=2)[C:20]([F:22])([F:21])[F:23])[CH:13]=[CH:12][C:3]=1[CH2:4][NH:5][C:6]1[CH:11]=[CH:10][CH:9]=[CH:8][N:7]=1. The yield is 0.350. (4) The reactants are [F:1][C:2]([F:36])([F:35])[O:3][C:4]1[CH:9]=[CH:8][C:7]([N:10]2[CH:14]=[N:13][C:12]([C:15]3[CH:20]=[CH:19][C:18]([CH2:21][CH2:22][CH2:23][N:24]4C(=O)C5C(=CC=CC=5)C4=O)=[CH:17][CH:16]=3)=[N:11]2)=[CH:6][CH:5]=1.CO.O.NN. The catalyst is ClCCl. The product is [F:36][C:2]([F:1])([F:35])[O:3][C:4]1[CH:5]=[CH:6][C:7]([N:10]2[CH:14]=[N:13][C:12]([C:15]3[CH:20]=[CH:19][C:18]([CH2:21][CH2:22][CH2:23][NH2:24])=[CH:17][CH:16]=3)=[N:11]2)=[CH:8][CH:9]=1. The yield is 0.950. (5) The reactants are N.[Li].[CH:3]#C.C([SiH2]O[C:11]([CH3:31])(C)[CH:12]1[CH2:17][CH2:16][CH:15]([CH2:18][O:19]S(C2C=CC(C)=CC=2)(=O)=O)[CH2:14][CH2:13]1)(C)(C)C. The catalyst is CS(C)=O.C1COCC1. The product is [CH2:11]([CH:12]1[CH2:13][CH2:14][CH:15]([CH2:18][OH:19])[CH2:16][CH2:17]1)[C:31]#[CH:3]. The yield is 0.930. (6) The reactants are [CH:1]([NH:14][C:15]1[CH:20]=[CH:19][C:18]([Cl:21])=[CH:17][C:16]=1I)([C:8]1[CH:13]=[CH:12][CH:11]=[CH:10][CH:9]=1)[C:2]1[CH:7]=[CH:6][CH:5]=[CH:4][CH:3]=1.C(N(CC)CC)C.[CH2:30]([N:34]1[C:42](=[O:43])[C:41]2[C:36](=[CH:37][CH:38]=[CH:39][CH:40]=2)[C:35]1=[O:44])[CH2:31][C:32]#[CH:33].O. The catalyst is CN(C=O)C.Cl[Pd](Cl)([P](C1C=CC=CC=1)(C1C=CC=CC=1)C1C=CC=CC=1)[P](C1C=CC=CC=1)(C1C=CC=CC=1)C1C=CC=CC=1.[Cu](I)I. The product is [CH:1]([NH:14][C:15]1[CH:20]=[CH:19][C:18]([Cl:21])=[CH:17][C:16]=1[C:33]#[C:32][CH2:31][CH2:30][N:34]1[C:42](=[O:43])[C:41]2[C:36](=[CH:37][CH:38]=[CH:39][CH:40]=2)[C:35]1=[O:44])([C:8]1[CH:13]=[CH:12][CH:11]=[CH:10][CH:9]=1)[C:2]1[CH:7]=[CH:6][CH:5]=[CH:4][CH:3]=1. The yield is 0.950.